The task is: Predict the reaction yield, written as a fraction of the theoretical maximum amount of product (1.0 means a 100% yield; for example, 0.34 means a 34% yield).. This data is from Reaction yield outcomes from USPTO patents with 853,638 reactions. (1) The reactants are C([NH:5][S:6]([C:9]1[CH:14]=[CH:13][CH:12]=[CH:11][C:10]=1[C:15]1[CH:20]=[CH:19][C:18]([C:21]([NH:23][C:24]2[CH:29]=[CH:28][C:27]([Cl:30])=[CH:26][C:25]=2[C:31]([NH:33][C:34]2[CH:39]=[CH:38][C:37]([Cl:40])=[CH:36][N:35]=2)=[O:32])=[O:22])=[CH:17][CH:16]=1)(=[O:8])=[O:7])(C)(C)C. The catalyst is FC(F)(F)C(O)=O. The product is [Cl:40][C:37]1[CH:38]=[CH:39][C:34]([NH:33][C:31]([C:25]2[CH:26]=[C:27]([Cl:30])[CH:28]=[CH:29][C:24]=2[NH:23][C:21]([C:18]2[CH:19]=[CH:20][C:15]([C:10]3[CH:11]=[CH:12][CH:13]=[CH:14][C:9]=3[S:6](=[O:8])(=[O:7])[NH2:5])=[CH:16][CH:17]=2)=[O:22])=[O:32])=[N:35][CH:36]=1. The yield is 0.250. (2) The reactants are [Cl:1][C:2]1[N:3]=[C:4](Cl)[C:5]2[CH2:10][CH2:9][CH:8]([C:11]3[CH:16]=[CH:15][C:14]([F:17])=[CH:13][CH:12]=3)[C:6]=2[N:7]=1.[CH3:19][N:20]1[CH2:25][CH2:24][NH:23][CH2:22][CH2:21]1. No catalyst specified. The product is [Cl:1][C:2]1[N:3]=[C:4]([N:23]2[CH2:24][CH2:25][N:20]([CH3:19])[CH2:21][CH2:22]2)[C:5]2[CH2:10][CH2:9][CH:8]([C:11]3[CH:16]=[CH:15][C:14]([F:17])=[CH:13][CH:12]=3)[C:6]=2[N:7]=1. The yield is 0.890. (3) The reactants are [CH2:1]([N:3]1[C:11]2[C:6](=[CH:7][CH:8]=[C:9]([O:12][CH3:13])[CH:10]=2)[C:5]([C:14]#[N:15])=[C:4]1[C:16]1[CH:21]=[CH:20][C:19]([OH:22])=[CH:18][CH:17]=1)[CH3:2].C([O-])([O-])=O.[K+].[K+].[CH3:29][O:30][CH2:31][CH2:32]Br. The catalyst is CN(C=O)C. The product is [CH2:1]([N:3]1[C:11]2[C:6](=[CH:7][CH:8]=[C:9]([O:12][CH3:13])[CH:10]=2)[C:5]([C:14]#[N:15])=[C:4]1[C:16]1[CH:17]=[CH:18][C:19]([O:22][CH2:32][CH2:31][O:30][CH3:29])=[CH:20][CH:21]=1)[CH3:2]. The yield is 0.900. (4) The reactants are [NH2:1][C:2]1[CH:7]=[CH:6][CH:5]=[CH:4][CH:3]=1.C[Al](C)C.[Si:12]([O:29][C@@H:30]1[CH2:34][CH2:33][O:32][C:31]1=[O:35])([C:25]([CH3:28])([CH3:27])[CH3:26])([C:19]1[CH:24]=[CH:23][CH:22]=[CH:21][CH:20]=1)[C:13]1[CH:18]=[CH:17][CH:16]=[CH:15][CH:14]=1.C(O)(=O)C(C(C(O)=O)O)O.[K].[Na]. The catalyst is C(Cl)Cl. The product is [Si:12]([O:29][C@H:30]([CH2:34][CH2:33][OH:32])[C:31]([NH:1][C:2]1[CH:7]=[CH:6][CH:5]=[CH:4][CH:3]=1)=[O:35])([C:25]([CH3:28])([CH3:27])[CH3:26])([C:19]1[CH:24]=[CH:23][CH:22]=[CH:21][CH:20]=1)[C:13]1[CH:14]=[CH:15][CH:16]=[CH:17][CH:18]=1. The yield is 0.780. (5) The reactants are [CH3:1][N:2]([C:4]([N:6]=[C:7]([NH2:9])[NH2:8])=[NH:5])[CH3:3].[ClH:10].[CH3:11][CH:12]1OC(C)OC(C)O1. The catalyst is C(O)C(C)C.O.C1(C)C=CC(S(O)(=O)=O)=CC=1. The product is [ClH:10].[NH2:8][C:7]1[NH:6][C:4]([N:2]([CH3:3])[CH3:1])=[N:5][CH:11]([CH3:12])[N:9]=1. The yield is 0.814.